This data is from Peptide-MHC class I binding affinity with 185,985 pairs from IEDB/IMGT. The task is: Regression. Given a peptide amino acid sequence and an MHC pseudo amino acid sequence, predict their binding affinity value. This is MHC class I binding data. (1) The peptide sequence is KVEKYLPEVI. The MHC is HLA-A02:01 with pseudo-sequence HLA-A02:01. The binding affinity (normalized) is 0.162. (2) The peptide sequence is IPKRNRSIL. The MHC is HLA-B07:02 with pseudo-sequence HLA-B07:02. The binding affinity (normalized) is 0.746. (3) The peptide sequence is NHLREIWEL. The MHC is Mamu-A07 with pseudo-sequence Mamu-A07. The binding affinity (normalized) is 0.725. (4) The peptide sequence is DHVKNIENL. The MHC is H-2-Kb with pseudo-sequence H-2-Kb. The binding affinity (normalized) is 0. (5) The peptide sequence is EEAPAAVSF. The MHC is HLA-B39:01 with pseudo-sequence HLA-B39:01. The binding affinity (normalized) is 0.213. (6) The MHC is HLA-A26:01 with pseudo-sequence HLA-A26:01. The binding affinity (normalized) is 0.0847. The peptide sequence is AMDTHLYFE.